Dataset: Full USPTO retrosynthesis dataset with 1.9M reactions from patents (1976-2016). Task: Predict the reactants needed to synthesize the given product. (1) Given the product [CH3:19][O:18][C:11]1[CH:12]=[CH:13][CH:14]=[C:15]([O:16][CH3:17])[C:10]=1[CH:2]1[N:1]([CH2:23][C:22]2[CH:25]=[CH:26][CH:27]=[C:28]([C:29]3[CH:34]=[CH:33][CH:32]=[CH:31][N:30]=3)[C:21]=2[F:20])[C:6](=[O:8])[CH2:5][CH2:4][CH2:3]1, predict the reactants needed to synthesize it. The reactants are: [NH2:1][CH:2]([C:10]1[C:15]([O:16][CH3:17])=[CH:14][CH:13]=[CH:12][C:11]=1[O:18][CH3:19])[CH2:3][CH2:4][CH2:5][C:6]([O:8]C)=O.[F:20][C:21]1[C:28]([C:29]2[CH:34]=[CH:33][CH:32]=[CH:31][N:30]=2)=[CH:27][CH:26]=[CH:25][C:22]=1[CH:23]=O. (2) The reactants are: [Cl:1][C:2]1[CH:8]=[CH:7][C:5]([NH2:6])=[CH:4][C:3]=1[C:9]1[CH:14]=[CH:13][CH:12]=[CH:11][N:10]=1.[N:15]1[CH:20]=[CH:19][CH:18]=[CH:17][C:16]=1[CH2:21][S:22]([C:25]1[CH:33]=[CH:32][C:28]([C:29](O)=[O:30])=[CH:27][CH:26]=1)(=[O:24])=[O:23]. Given the product [Cl:1][C:2]1[CH:8]=[CH:7][C:5]([NH:6][C:29](=[O:30])[C:28]2[CH:32]=[CH:33][C:25]([S:22]([CH2:21][C:16]3[CH:17]=[CH:18][CH:19]=[CH:20][N:15]=3)(=[O:24])=[O:23])=[CH:26][CH:27]=2)=[CH:4][C:3]=1[C:9]1[CH:14]=[CH:13][CH:12]=[CH:11][N:10]=1, predict the reactants needed to synthesize it. (3) Given the product [BrH:1].[CH3:25][NH:26][C:27]1[S:28][C:2]2[CH2:8][CH2:7][CH2:6][C:5]3[CH:9]=[C:10]([N:13]4[CH2:17][C@H:16]([CH2:18][NH:19][C:20](=[O:22])[CH3:21])[O:15][C:14]4=[O:23])[CH:11]=[CH:12][C:4]=3[C:3]=2[N:29]=1, predict the reactants needed to synthesize it. The reactants are: [Br:1][CH:2]1[CH2:8][CH2:7][CH2:6][C:5]2[CH:9]=[C:10]([N:13]3[CH2:17][C@H:16]([CH2:18][NH:19][C:20](=[O:22])[CH3:21])[O:15][C:14]3=[O:23])[CH:11]=[CH:12][C:4]=2[C:3]1=O.[CH3:25][NH:26][C:27]([NH2:29])=[S:28]. (4) Given the product [Br:1][C:2]1[C:10]2[S:9][N:8]=[CH:7][C:6]=2[CH:5]=[CH:4][C:3]=1[C:12]#[N:13], predict the reactants needed to synthesize it. The reactants are: [Br:1][C:2]1[C:10]2[S:9][N:8]=[CH:7][C:6]=2[CH:5]=[CH:4][C:3]=1I.[CH3:12][N:13](C=O)C.